This data is from Forward reaction prediction with 1.9M reactions from USPTO patents (1976-2016). The task is: Predict the product of the given reaction. (1) Given the reactants [N:1]1[CH:6]=[CH:5][CH:4]=[CH:3][C:2]=1[C:7]1[CH2:8][CH2:9][N:10](C(OCC2C=CC=CC=2)=O)[CH2:11][CH:12]=1, predict the reaction product. The product is: [NH:10]1[CH2:9][CH2:8][CH:7]([C:2]2[CH:3]=[CH:4][CH:5]=[CH:6][N:1]=2)[CH2:12][CH2:11]1. (2) Given the reactants [OH-:1].[Na+].[N:3]1[CH:8]=[CH:7][C:6]([N:9]2[C:22](=[O:23])[C:21]3[C:16](=[C:17]4[CH:27]=[CH:26][CH:25]=[CH:24][C:18]4=[CH:19][CH:20]=3)[C:15]3[C:10]2=[CH:11][CH:12]=[C:13]2[CH:31]=[CH:30][CH:29]=[CH:28][C:14]2=3)=[CH:5][CH:4]=1.Cl.[Cl-].[Na+], predict the reaction product. The product is: [N:3]1[CH:8]=[CH:7][C:6]([NH:9][C:10]2[CH:11]=[CH:12][C:13]3[C:14](=[CH:28][CH:29]=[CH:30][CH:31]=3)[C:15]=2[C:16]2[C:21]([C:22]([OH:23])=[O:1])=[CH:20][CH:19]=[C:18]3[C:17]=2[CH:27]=[CH:26][CH:25]=[CH:24]3)=[CH:5][CH:4]=1. (3) The product is: [ClH:32].[CH:12]12[CH2:14][CH:9]([NH:8][CH2:13]1)[CH2:10][N:11]2[C:15](=[O:31])[CH2:16][NH:17][C:18]([C:20]1[CH:24]=[C:23]([C:25]2[CH:30]=[CH:29][CH:28]=[CH:27][CH:26]=2)[NH:22][N:21]=1)=[O:19]. Given the reactants C(OC([N:8]1[CH2:13][CH:12]2[CH2:14][CH:9]1[CH2:10][N:11]2[C:15](=[O:31])[CH2:16][NH:17][C:18]([C:20]1[CH:24]=[C:23]([C:25]2[CH:30]=[CH:29][CH:28]=[CH:27][CH:26]=2)[NH:22][N:21]=1)=[O:19])=O)(C)(C)C.[ClH:32], predict the reaction product. (4) Given the reactants [N+:1]([C:4]1[CH:5]=[C:6]([C:10]2[O:11][C:12]3[C:17]([N:18]=2)=[CH:16][CH:15]=[CH:14][N:13]=3)[CH:7]=[CH:8][CH:9]=1)([O-])=O.O.O.[SH-].[Na+], predict the reaction product. The product is: [N:18]1[C:17]2[C:12](=[N:13][CH:14]=[CH:15][CH:16]=2)[O:11][C:10]=1[C:6]1[CH:5]=[C:4]([NH2:1])[CH:9]=[CH:8][CH:7]=1. (5) Given the reactants Br[C:2]1[CH:7]=[CH:6][C:5]([C:8]([CH3:12])([CH3:11])[CH2:9][CH3:10])=[CH:4][CH:3]=1.[Li]CCCC.CN([CH:21]=[O:22])C, predict the reaction product. The product is: [CH3:11][C:8]([C:5]1[CH:6]=[CH:7][C:2]([CH:21]=[O:22])=[CH:3][CH:4]=1)([CH3:12])[CH2:9][CH3:10]. (6) Given the reactants [CH:1]1([C:6]2[N:11]=[CH:10][C:9]([NH2:12])=[CH:8][CH:7]=2)[CH2:5][CH2:4][CH2:3][CH2:2]1.C(=O)([O-])[O-].[Cs+].[Cs+].[CH2:19]([O:21][C:22](=[O:31])[C:23]1[CH:28]=[C:27]([F:29])[CH:26]=[N:25][C:24]=1Cl)[CH3:20].O1CCOCC1, predict the reaction product. The product is: [CH:1]1([C:6]2[N:11]=[CH:10][C:9]([NH:12][C:24]3[N:25]=[CH:26][C:27]([F:29])=[CH:28][C:23]=3[C:22]([O:21][CH2:19][CH3:20])=[O:31])=[CH:8][CH:7]=2)[CH2:2][CH2:3][CH2:4][CH2:5]1. (7) Given the reactants Br[C:2]1[CH:11]=[C:10]2[C:5]([C:6]([C:14]3[CH:19]=[CH:18][C:17]([CH3:20])=[CH:16][CH:15]=3)=[CH:7][CH2:8][C:9]2([CH3:13])[CH3:12])=[CH:4][CH:3]=1.C([Sn](CCCC)(CCCC)[C:26]([O:28]CC)=[CH2:27])CCC.Cl.C(OCC)(=O)C, predict the reaction product. The product is: [CH3:12][C:9]1([CH3:13])[C:10]2[CH:11]=[C:2]([C:26](=[O:28])[CH3:27])[CH:3]=[CH:4][C:5]=2[C:6]([C:14]2[CH:19]=[CH:18][C:17]([CH3:20])=[CH:16][CH:15]=2)=[CH:7][CH2:8]1.